From a dataset of Full USPTO retrosynthesis dataset with 1.9M reactions from patents (1976-2016). Predict the reactants needed to synthesize the given product. (1) Given the product [Cl:1][C:2]1[CH:3]=[C:4]2[C:8](=[CH:9][CH:10]=1)[NH:7][C:6]([CH2:20][N:21]1[C:25]3=[CH:26][N:27]=[CH:28][CH:29]=[C:24]3[C:23]3([CH2:31][CH2:30]3)[C:22]1=[O:32])=[CH:5]2, predict the reactants needed to synthesize it. The reactants are: [Cl:1][C:2]1[CH:3]=[C:4]2[C:8](=[CH:9][CH:10]=1)[N:7](S(C1C=CC=CC=1)(=O)=O)[C:6]([CH2:20][N:21]1[C:25]3=[CH:26][N:27]=[CH:28][CH:29]=[C:24]3[C:23]3([CH2:31][CH2:30]3)[C:22]1=[O:32])=[CH:5]2.[F-].C([N+](CCCC)(CCCC)CCCC)CCC. (2) Given the product [C:17]1([CH2:16][N:13]2[CH2:12][CH2:11][CH:10]([N:9]3[CH2:8][C:7]4[CH:6]=[CH:5][CH:4]=[N:3][C:2]=4[NH:1][C:25]3=[O:26])[CH2:15][CH2:14]2)[CH:22]=[CH:21][CH:20]=[CH:19][CH:18]=1, predict the reactants needed to synthesize it. The reactants are: [NH2:1][C:2]1[C:7]([CH2:8][NH:9][CH:10]2[CH2:15][CH2:14][N:13]([CH2:16][C:17]3[CH:22]=[CH:21][CH:20]=[CH:19][CH:18]=3)[CH2:12][CH2:11]2)=[CH:6][CH:5]=[CH:4][N:3]=1.CN(C)[CH:25]=[O:26]. (3) Given the product [CH3:9][O:8][C:6]1[CH:5]=[CH:4][C:3]([C:10](=[O:11])[C:12]2[CH:13]=[CH:14][C:15]([O:18][CH2:19][C:20]3[N:21]=[C:22]([C:26]4[CH:27]=[CH:28][CH:29]=[CH:30][CH:31]=4)[O:23][C:24]=3[CH3:25])=[CH:16][CH:17]=2)=[C:2]([CH:7]=1)[O:1][C@H:33]([CH3:40])[C:34]([O:36][CH2:37][CH:38]=[CH2:39])=[O:35], predict the reactants needed to synthesize it. The reactants are: [OH:1][C:2]1[CH:7]=[C:6]([O:8][CH3:9])[CH:5]=[CH:4][C:3]=1[C:10]([C:12]1[CH:17]=[CH:16][C:15]([O:18][CH2:19][C:20]2[N:21]=[C:22]([C:26]3[CH:31]=[CH:30][CH:29]=[CH:28][CH:27]=3)[O:23][C:24]=2[CH3:25])=[CH:14][CH:13]=1)=[O:11].O[C@@H:33]([CH3:40])[C:34]([O:36][CH2:37][CH:38]=[CH2:39])=[O:35].C1(P(C2C=CC=CC=2)C2C=CC=CC=2)C=CC=CC=1.N(C(OCC)=O)=NC(OCC)=O. (4) Given the product [OH:19][CH2:18][CH2:17][NH:16][C:14](=[O:15])[C:13]1[CH:20]=[CH:21][CH:22]=[C:11]([C:9]2[S:10][C:5]3[C:4]([N:24]4[CH2:29][CH2:28][O:27][CH2:26][CH2:25]4)=[N:3][C:2]([C:35]4[CH:34]=[C:33]5[CH:32]=[CH:31][NH:30][C:38]5=[N:37][CH:36]=4)=[N:7][C:6]=3[C:8]=2[CH3:23])[CH:12]=1, predict the reactants needed to synthesize it. The reactants are: Cl[C:2]1[N:3]=[C:4]([N:24]2[CH2:29][CH2:28][O:27][CH2:26][CH2:25]2)[C:5]2[S:10][C:9]([C:11]3[CH:12]=[C:13]([CH:20]=[CH:21][CH:22]=3)[C:14]([NH:16][CH2:17][CH2:18][OH:19])=[O:15])=[C:8]([CH3:23])[C:6]=2[N:7]=1.[NH:30]1[C:38]2[C:33](=[CH:34][C:35](B3OC(C)(C)C(C)(C)O3)=[CH:36][N:37]=2)[CH:32]=[CH:31]1. (5) Given the product [Br:1][C:2]1[C:3]([Cl:20])=[CH:4][C:5]([O:22][CH3:21])=[C:6]([CH:18]=1)[C:7]([N:9]([CH3:17])[C:10]1[CH:15]=[CH:14][CH:13]=[CH:12][C:11]=1[CH3:16])=[O:8], predict the reactants needed to synthesize it. The reactants are: [Br:1][C:2]1[C:3]([Cl:20])=[CH:4][C:5](F)=[C:6]([CH:18]=1)[C:7]([N:9]([CH3:17])[C:10]1[CH:15]=[CH:14][CH:13]=[CH:12][C:11]=1[CH3:16])=[O:8].[CH3:21][O:22][Na].CO. (6) Given the product [Cl:26][C:27]1[CH:28]=[C:29]2[C:33](=[CH:34][CH:35]=1)[N:32]([CH2:36][CH2:37][N:38]1[CH2:43][CH2:42][CH2:41][CH2:40][CH2:39]1)[C:31](=[O:44])[C:30]2([OH:45])[CH2:8][C:3]1[CH:2]=[CH:7][CH:6]=[CH:5][N:4]=1, predict the reactants needed to synthesize it. The reactants are: Br[C:2]1[C:3]([CH2:8]C2(O)C3C(=CC=C(C)C=3)N(CCC(C)C)C2=O)=[N:4][CH:5]=[CH:6][CH:7]=1.[Cl:26][C:27]1[CH:28]=[C:29]2[C:33](=[CH:34][CH:35]=1)[N:32]([CH2:36][CH2:37][N:38]1[CH2:43][CH2:42][CH2:41][CH2:40][CH2:39]1)[C:31](=[O:44])[C:30]2=[O:45].CC1C=CC=CN=1.